From a dataset of Forward reaction prediction with 1.9M reactions from USPTO patents (1976-2016). Predict the product of the given reaction. (1) Given the reactants [CH3:1][C:2]1[N:7]=[C:6]2[O:8][CH2:9][CH2:10][O:11][C:5]2=[CH:4][CH:3]=1.ClC1C=CC=C(C(OO)=[O:20])C=1, predict the reaction product. The product is: [CH3:1][C:2]1[N+:7]([O-:20])=[C:6]2[O:8][CH2:9][CH2:10][O:11][C:5]2=[CH:4][CH:3]=1. (2) Given the reactants [NH2:1][C:2]1[N:3]=[C:4]([C:17]2[C:22]([OH:23])=[CH:21][C:20]([Cl:24])=[CH:19][C:18]=2[Cl:25])[C:5]2[CH2:10][N:9]([C:11]([NH:13][CH:14]3[CH2:16][CH2:15]3)=[O:12])[CH2:8][C:6]=2[N:7]=1.C1(N)CC1.C1(N)CCC1.C(=O)([O-])[O-].[K+].[K+].Br[CH2:42][CH2:43][Cl:44], predict the reaction product. The product is: [NH2:1][C:2]1[N:3]=[C:4]([C:17]2[C:22]([O:23][CH2:42][CH2:43][Cl:44])=[CH:21][C:20]([Cl:24])=[CH:19][C:18]=2[Cl:25])[C:5]2[CH2:10][N:9]([C:11]([NH:13][CH:14]3[CH2:15][CH2:16]3)=[O:12])[CH2:8][C:6]=2[N:7]=1. (3) Given the reactants [CH3:1][O:2][C:3]1[CH:4]=[C:5]([CH:31]=[CH:32][C:33]=1[C:34]1[NH:38][C:37](=[O:39])[O:36][N:35]=1)[O:6][CH2:7][C:8]1[S:12][C:11]([C:13]2[CH:18]=[CH:17][C:16]([C:19]([F:22])([F:21])[F:20])=[CH:15][CH:14]=2)=[N:10][C:9]=1[CH2:23][CH2:24][CH2:25]OS(C)(=O)=O.[NH:40]1[CH2:43][CH2:42][CH2:41]1.C(N(C(C)C)CC)(C)C, predict the reaction product. The product is: [N:40]1([CH2:25][CH2:24][CH2:23][C:9]2[N:10]=[C:11]([C:13]3[CH:18]=[CH:17][C:16]([C:19]([F:20])([F:21])[F:22])=[CH:15][CH:14]=3)[S:12][C:8]=2[CH2:7][O:6][C:5]2[CH:31]=[CH:32][C:33]([C:34]3[NH:38][C:37](=[O:39])[O:36][N:35]=3)=[C:3]([O:2][CH3:1])[CH:4]=2)[CH2:43][CH2:42][CH2:41]1. (4) Given the reactants [F:1][CH2:2][CH2:3][N:4]1[CH2:9][CH2:8][N:7]([C:10]2[CH:18]=[CH:17][C:13]([C:14](O)=O)=[CH:12][CH:11]=2)[CH2:6][CH:5]1[CH3:19].[Cl:20][C:21]1[N:26]=[CH:25][N:24]=[C:23]([NH2:27])[C:22]=1[NH2:28], predict the reaction product. The product is: [Cl:20][C:21]1[N:26]=[CH:25][N:24]=[C:23]2[C:22]=1[N:28]=[C:14]([C:13]1[CH:17]=[CH:18][C:10]([N:7]3[CH2:8][CH2:9][N:4]([CH2:3][CH2:2][F:1])[CH:5]([CH3:19])[CH2:6]3)=[CH:11][CH:12]=1)[NH:27]2. (5) Given the reactants [Cl:1][C:2]1[C:7]([Cl:8])=[C:6]([C:9]([OH:18])([C:14]([F:17])([F:16])[F:15])[C:10]([F:13])([F:12])[F:11])[CH:5]=[CH:4][C:3]=1[C:19]1[S:23][C:22]([C:24]([N:26]2[CH2:34][C:28]3([CH2:31][S:30](=[NH:33])(=[O:32])[CH2:29]3)[CH2:27]2)=[O:25])=[N:21][C:20]=1[C:35]([N:37]1[CH2:41][C:40]([F:43])([F:42])[CH2:39][C@@H:38]1[CH3:44])=[O:36].[C:45]([O-])([O-])=O.[K+].[K+].CI, predict the reaction product. The product is: [Cl:1][C:2]1[C:7]([Cl:8])=[C:6]([C:9]([OH:18])([C:14]([F:15])([F:16])[F:17])[C:10]([F:13])([F:12])[F:11])[CH:5]=[CH:4][C:3]=1[C:19]1[S:23][C:22]([C:24]([N:26]2[CH2:34][C:28]3([CH2:29][S:30](=[N:33][CH3:45])(=[O:32])[CH2:31]3)[CH2:27]2)=[O:25])=[N:21][C:20]=1[C:35]([N:37]1[CH2:41][C:40]([F:42])([F:43])[CH2:39][C@@H:38]1[CH3:44])=[O:36]. (6) The product is: [F:1][C:2]1[CH:3]=[CH:4][C:5]([C@@H:8]([NH:10][C:11](=[O:13])[CH3:12])[CH3:9])=[N:6][CH:7]=1. Given the reactants [F:1][C:2]1[CH:3]=[CH:4][C:5]([C:8]([NH:10][C:11](=[O:13])[CH3:12])=[CH2:9])=[N:6][CH:7]=1, predict the reaction product. (7) Given the reactants [OH:1][C:2]1[CH:7]=[C:6]([O:8][CH2:9][CH2:10][CH2:11][O:12][CH3:13])[CH:5]=[CH:4][C:3]=1/[CH:14]=[C:15](\[O:20][CH3:21])/[C:16]([O:18][CH3:19])=[O:17].Cl[C:23]1[C:28]([Cl:29])=[CH:27][C:26]([C:30]([F:33])([F:32])[F:31])=[CH:25][N:24]=1.C(=O)([O-])[O-].[K+].[K+].O, predict the reaction product. The product is: [Cl:29][C:28]1[C:23]([O:1][C:2]2[CH:7]=[C:6]([O:8][CH2:9][CH2:10][CH2:11][O:12][CH3:13])[CH:5]=[CH:4][C:3]=2/[CH:14]=[C:15](\[O:20][CH3:21])/[C:16]([O:18][CH3:19])=[O:17])=[N:24][CH:25]=[C:26]([C:30]([F:32])([F:31])[F:33])[CH:27]=1.